Dataset: CYP2C19 inhibition data for predicting drug metabolism from PubChem BioAssay. Task: Regression/Classification. Given a drug SMILES string, predict its absorption, distribution, metabolism, or excretion properties. Task type varies by dataset: regression for continuous measurements (e.g., permeability, clearance, half-life) or binary classification for categorical outcomes (e.g., BBB penetration, CYP inhibition). Dataset: cyp2c19_veith. (1) The drug is CCOC(=O)c1c(C)[nH]c(C)c1C(=O)COC(=O)c1ccc(S(=O)(=O)N(CC)CC)cc1. The result is 1 (inhibitor). (2) The drug is N#Cc1c(SCC(N)=O)nsc1SCc1ccccc1Cl. The result is 1 (inhibitor). (3) The drug is N#Cc1cccc(-c2nc3cnc(N4CCNCC4)nc3n(C3CC3)c2=O)c1. The result is 0 (non-inhibitor). (4) The compound is O=C(CN1C(=O)C2C3C=CC(C3)C2C1=O)Nc1cccc2c1CCCC2. The result is 1 (inhibitor). (5) The compound is COc1ccc(-c2nn(-c3ccccc3)cc2/C=N/NC(=O)c2ccc(Br)o2)cc1. The result is 1 (inhibitor). (6) The compound is COc1ccc2c(c[n+](C)c3c4cc5c(cc4ccc23)OCO5)c1OC. The result is 1 (inhibitor). (7) The result is 1 (inhibitor). The compound is COc1cc(NC(=S)Nc2ccc(S(=O)(=O)N3CCOCC3)cc2)cc(OC)c1OC.